From a dataset of Reaction yield outcomes from USPTO patents with 853,638 reactions. Predict the reaction yield, written as a fraction of the theoretical maximum amount of product (1.0 means a 100% yield; for example, 0.34 means a 34% yield). The yield is 0.760. The product is [C:1]([C:5]1[S:6][C:7]([C:10]2[C:14]([S:15]([CH3:16])=[O:40])=[C:13]([C:17]3[CH:18]=[CH:19][C:20]([Cl:23])=[CH:21][CH:22]=3)[N:12]([C:24]3[CH:29]=[CH:28][C:27]([Cl:30])=[CH:26][C:25]=3[Cl:31])[N:11]=2)=[N:8][N:9]=1)([CH3:4])([CH3:2])[CH3:3]. The catalyst is C(Cl)Cl. The reactants are [C:1]([C:5]1[S:6][C:7]([C:10]2[C:14]([S:15][CH3:16])=[C:13]([C:17]3[CH:22]=[CH:21][C:20]([Cl:23])=[CH:19][CH:18]=3)[N:12]([C:24]3[CH:29]=[CH:28][C:27]([Cl:30])=[CH:26][C:25]=3[Cl:31])[N:11]=2)=[N:8][N:9]=1)([CH3:4])([CH3:3])[CH3:2].C1C=C(Cl)C=C(C(OO)=[O:40])C=1.C([O-])(O)=O.[Na+].